From a dataset of Full USPTO retrosynthesis dataset with 1.9M reactions from patents (1976-2016). Predict the reactants needed to synthesize the given product. (1) Given the product [Cl:41][C:42]1[CH:43]=[C:44]2[C:48](=[CH:49][CH:50]=1)[C:47](=[O:51])[C:46]([OH:23])([C:52]([O:54][CH3:55])=[O:53])[CH2:45]2, predict the reactants needed to synthesize it. The reactants are: [C@H]1(NCC2C=C(C(C)(C)C)C=C(C(C)(C)C)C=2O)CCCC[C@@H]1NCC1C=C(C(C)(C)C)C=C(C(C)(C)C)C=1[OH:23].[Cl:41][C:42]1[CH:43]=[C:44]2[C:48](=[CH:49][CH:50]=1)[C:47](=[O:51])[CH:46]([C:52]([O:54][CH3:55])=[O:53])[CH2:45]2.C(OO)(C)(C)C. (2) The reactants are: CS(Cl)(=O)=O.[CH2:6]([N:8](CC)[CH2:9]C)C.O[CH2:14][C@@H:15]1[CH2:19][CH2:18][CH2:17][N:16]1[C:20]([O:22][C:23]([CH3:26])([CH3:25])[CH3:24])=[O:21].[I-].[Na+].Cl.CNC.C(=O)([O-])[O-].[K+].[K+]. Given the product [CH3:6][N:8]([CH2:14][C@@H:15]1[CH2:19][CH2:18][CH2:17][N:16]1[C:20]([O:22][C:23]([CH3:26])([CH3:25])[CH3:24])=[O:21])[CH3:9], predict the reactants needed to synthesize it. (3) Given the product [CH3:14][O:15][CH2:16][CH:17]([NH:18][C:10]([C:6]1[N:5]2[N:1]=[CH:2][CH:3]=[C:4]2[N:9]=[CH:8][CH:7]=1)=[O:12])[C:19]1[CH:20]=[CH:21][C:22]([O:25][C:26]([F:27])([F:29])[F:28])=[CH:23][CH:24]=1, predict the reactants needed to synthesize it. The reactants are: [N:1]1[N:5]2[C:6]([C:10]([OH:12])=O)=[CH:7][CH:8]=[N:9][C:4]2=[CH:3][CH:2]=1.Cl.[CH3:14][O:15][CH2:16][CH:17]([C:19]1[CH:24]=[CH:23][C:22]([O:25][C:26]([F:29])([F:28])[F:27])=[CH:21][CH:20]=1)[NH2:18].O.ON1C2C=CC=CC=2N=N1.Cl.CN(C)CCCN=C=NCC.C(=O)([O-])O.[Na+]. (4) Given the product [CH2:49]([O:51][C:52](=[O:65])[C:53]([O:56][C:57]1[CH:62]=[CH:61][C:60]([O:4][CH2:3][C:2]([CH3:19])([CH3:1])[CH2:5][C:6]#[C:7][C:8]2[CH:13]=[CH:12][C:11]([O:14][C:15]([F:16])([F:17])[F:18])=[CH:10][CH:9]=2)=[CH:59][C:58]=1[CH3:64])([CH3:54])[CH3:55])[CH3:50], predict the reactants needed to synthesize it. The reactants are: [CH3:1][C:2]([CH3:19])([CH2:5][C:6]#[C:7][C:8]1[CH:13]=[CH:12][C:11]([O:14][C:15]([F:18])([F:17])[F:16])=[CH:10][CH:9]=1)[CH2:3][OH:4].C(C1C=CC=C(C(C)(C)C)N=1)(C)(C)C.FC(F)(F)S(OS(C(F)(F)F)(=O)=O)(=O)=O.[CH2:49]([O:51][C:52](=[O:65])[C:53]([O:56][C:57]1[CH:62]=[CH:61][C:60](O)=[CH:59][C:58]=1[CH3:64])([CH3:55])[CH3:54])[CH3:50].C([O-])([O-])=O.[Cs+].[Cs+]. (5) Given the product [C:10]1([C:24]2[CH:23]=[CH:22][C:31]3[C:26](=[CH:27][CH:28]=[C:29]([B:33]([OH:38])[OH:34])[CH:30]=3)[CH:25]=2)[C:9]2[C:4](=[CH:5][CH:6]=[CH:7][CH:8]=2)[CH:3]=[CH:2][CH:11]=1, predict the reactants needed to synthesize it. The reactants are: Br[C:2]1[CH:3]=[C:4]2[C:9](=[CH:10][CH:11]=1)[CH:8]=[C:7]([C:10]1[C:9]3[C:4](=[CH:5][CH:6]=[CH:7][CH:8]=3)[CH:3]=[CH:2][CH:11]=1)[CH:6]=[CH:5]2.[CH3:22][CH2:23][CH2:24][CH2:25][CH2:26][CH3:27].[CH2:28]([Li])[CH2:29][CH2:30][CH3:31].[B:33](OC(C)C)([O:38]C(C)C)[O:34]C(C)C.Cl. (6) Given the product [CH:1]12[CH2:6][CH:5]1[CH2:4][N:3]([C:7]1[N:12]=[C:11]([NH:13][CH2:14][C:15]3[CH:20]=[CH:19][C:18]([O:21][CH3:22])=[C:17]([Cl:23])[CH:16]=3)[C:10]([C:24]([NH:35][CH2:34][CH2:33][N:27]3[CH2:32][CH2:31][O:30][CH2:29][CH2:28]3)=[O:25])=[CH:9][N:8]=1)[CH2:2]2, predict the reactants needed to synthesize it. The reactants are: [CH:1]12[CH2:6][CH:5]1[CH2:4][N:3]([C:7]1[N:12]=[C:11]([NH:13][CH2:14][C:15]3[CH:20]=[CH:19][C:18]([O:21][CH3:22])=[C:17]([Cl:23])[CH:16]=3)[C:10]([C:24](O)=[O:25])=[CH:9][N:8]=1)[CH2:2]2.[N:27]1([CH2:33][CH2:34][NH2:35])[CH2:32][CH2:31][O:30][CH2:29][CH2:28]1.C(N(CC)CC)C.CN(C(ON1N=NC2C=CC=NC1=2)=[N+](C)C)C.F[P-](F)(F)(F)(F)F. (7) Given the product [Br:1][C:2]1[CH:7]=[CH:6][N:5]=[CH:4][C:3]=1[O:8][CH2:10][CH:11]1[CH2:13][C:12]1([F:15])[F:14], predict the reactants needed to synthesize it. The reactants are: [Br:1][C:2]1[CH:7]=[CH:6][N:5]=[CH:4][C:3]=1[OH:8].Br[CH2:10][CH:11]1[CH2:13][C:12]1([F:15])[F:14]. (8) Given the product [CH2:1]([N:3]([S:28]([CH3:31])(=[O:29])=[O:30])[C:4]1[C:5](/[CH:24]=[CH:25]\[CH2:26][OH:27])=[CH:6][C:7]2[C:11]([CH:12]=1)=[N:10][N:9]([C:13]1[CH:18]=[CH:17][C:16]([F:19])=[CH:15][CH:14]=1)[C:8]=2[C:20]([NH:22][CH3:23])=[O:21])[CH3:2], predict the reactants needed to synthesize it. The reactants are: [CH2:1]([N:3]([S:28]([CH3:31])(=[O:30])=[O:29])[C:4]1[C:5]([C:24]#[C:25][CH2:26][OH:27])=[CH:6][C:7]2[C:11]([CH:12]=1)=[N:10][N:9]([C:13]1[CH:18]=[CH:17][C:16]([F:19])=[CH:15][CH:14]=1)[C:8]=2[C:20]([NH:22][CH3:23])=[O:21])[CH3:2].N1C2C(=CC=CC=2)C=CC=1.